From a dataset of Forward reaction prediction with 1.9M reactions from USPTO patents (1976-2016). Predict the product of the given reaction. Given the reactants [Cl:1][C:2]1[CH:16]=[CH:15][C:5]([CH2:6][O:7][C:8]2[CH:13]=[CH:12][NH:11][C:10](=[O:14])[CH:9]=2)=[CH:4][CH:3]=1.Br[C:18]1[CH:19]=[CH:20][C:21]2[N:25]=[C:24]([CH:26]3[CH2:28][C:27]3([F:30])[F:29])[N:23]([CH3:31])[C:22]=2[CH:32]=1.C(=O)([O-])[O-].[K+].[K+].CNCCNC, predict the reaction product. The product is: [Cl:1][C:2]1[CH:16]=[CH:15][C:5]([CH2:6][O:7][C:8]2[CH:13]=[CH:12][N:11]([C:18]3[CH:19]=[CH:20][C:21]4[N:25]=[C:24]([CH:26]5[CH2:28][C:27]5([F:30])[F:29])[N:23]([CH3:31])[C:22]=4[CH:32]=3)[C:10](=[O:14])[CH:9]=2)=[CH:4][CH:3]=1.